Binary Classification. Given a miRNA mature sequence and a target amino acid sequence, predict their likelihood of interaction. From a dataset of Experimentally validated miRNA-target interactions with 360,000+ pairs, plus equal number of negative samples. (1) The miRNA is hsa-miR-4435 with sequence AUGGCCAGAGCUCACACAGAGG. The protein sequence of the target gene is MAADISESSGADCKGDPRNSAKLDADYPLRVLYCGVCSLPTEYCEYMPDVAKCRQWLEKNFPNEFAKLTVENSPKQEAGISEGQGTAGEEEEKKKQKRGGRGQIKQKKKTVPQKVTIAKIPRAKKKYVTRVCGLATFEIDLKEAQRFFAQKFSCGASVTGEDEIIIQGDFTDDIIDVIQEKWPEVDDDSIEDLGEVKK. Result: 1 (interaction). (2) The miRNA is hsa-miR-1181 with sequence CCGUCGCCGCCACCCGAGCCG. The protein sequence of the target gene is MAAESDVLHFQFEQQGDVVLQKMNLLRQQNLFCDVSIYINDTEFQGHKVILAACSTFMRDQFLLTQSKHVRITILQSAEVGRKLLLSCYTGALEVKRKELLKYLTAASYLQMVHIVEKCTEALSKYLEIDLSMKNNNQHTDLCQSSDPDVKNEDENSDKDCEIIEISEDSPVNIDFHVKEEESNALQSTVESLTSERKEMKSPELSTVDIGFKDNEICILHVESISTAGVENGQFSQPCTSSKASMYFSETQHSLINSTVESRVAEVPGNQDQGLFCENTEGSYGTVSEIQNLEEGYSLR.... Result: 0 (no interaction). (3) The miRNA is hsa-miR-519c-3p with sequence AAAGUGCAUCUUUUUAGAGGAU. The protein sequence of the target gene is MEFPEHGVRLLGRLRQQRELGFLCDCTVLVGDARFPAHRAVLAACSVYFHLFYRDQPASSRDTVRLNGDIVTVPAFSRLLDFMYEGRLDLHNLPVEDVLAAASYLHMYDIVKVCKGRLRKKDPDLETRTLGTELPGQPPHPLPSWSPAFCQAAPKAKHPSLGVKATHPLPTFGPPSWQVAEQSSGALDLSLKPSPRPEQVHPPCRLQTSLCSSVQQVAQPLVKAEQDSFSEQDSSSPQSADRSPPPVCASAAQGLAVDLEPLHIEGTGSQQLGLPAEPVLDSEELGPSRHLCICPLCCKL.... Result: 0 (no interaction). (4) Result: 0 (no interaction). The protein sequence of the target gene is MSGALDVLQMKEEDVLKFLAAGTHLGGTNLDFQMEQYIYKRKSDGIYIINLKRTWEKLLLAARAIVAIENPADVSVISSRNTGQRAVLKFAAATGATPIAGRFTPGTFTNQIQAAFREPRLLVVTDPRADHQPLTEASYVNLPTIALCNTDSPLRYVDIAIPCNNKGAHSVGLMWWMLAREVLRMRGTISREHPWEVMPDLYFYRDPEEIEKEEQAAAEKAVTKEEFQGEWTAPAPEFTAAQPEVADWSEGVQVPSVPIQQFPTEDWSAQPATEDWSAAPTAQATEWVGATTEWS. The miRNA is hsa-miR-1268a with sequence CGGGCGUGGUGGUGGGGG. (5) The miRNA is hsa-miR-19b-3p with sequence UGUGCAAAUCCAUGCAAAACUGA. The protein sequence of the target gene is MGSHMVWFLFLVSFFSVFPAPSESMVRHYKFNVVMKNVTRLCSSKPTVTVNGRYPGPTIYAREDDTLLIKVVNHVKYNVSIHWHGVRQVRTGWADGPAYITQCPIQPGQVYTYNYTLTGQRGTLWWHAHILWLRATVYGALVILPKRGVPYPFPKPDNEKVIVLGEWWKSDTENIINEALKSGLAPNVSDSHMINGHPGPVRNCPSQGYKLSVENGKTYLLRLVNAALNEELFFKVAGHIFTVVEVDAVYVKPFKTDTVLIAPGQTTNVLLTASKSAGKYLVTASPFMDAPIAVDNVTAT.... Result: 0 (no interaction). (6) The miRNA is rno-miR-200c-5p with sequence CGUCUUACCCAGCAGUGUUUG. The protein sequence of the target gene is MLFWTAFSMALSLRLALARSSIERGSTASDPQGDLLFLLDSSASVSHYEFSRVREFVGQLVATMSFGPGALRASLVHVGSQPHTEFTFDQYSSGQAIQDAIRVAPQRMGDTNTGLALAYAKEQLFAEEAGARPGVPKVLVWVTDGGSSDPVGPPMQELKDLGVTIFIVSTGRGNLLELLAAASAPAEKHLHFVDVDDLPIIARELRGSITDAMQPQQLHASEVLSSGFRLSWPPLLTADSGYYVLELVPSGKLATTRRQQLPGNATSWTWTDLDPDTDYEVSLLPESNVHLLRPQHVRVR.... Result: 0 (no interaction).